This data is from Peptide-MHC class I binding affinity with 185,985 pairs from IEDB/IMGT. The task is: Regression. Given a peptide amino acid sequence and an MHC pseudo amino acid sequence, predict their binding affinity value. This is MHC class I binding data. (1) The MHC is Mamu-B01 with pseudo-sequence Mamu-B01. The binding affinity (normalized) is 0.120. The peptide sequence is WDDPWGEVL. (2) The peptide sequence is KPGPAKFSL. The MHC is HLA-B15:01 with pseudo-sequence HLA-B15:01. The binding affinity (normalized) is 0.0847.